From a dataset of Forward reaction prediction with 1.9M reactions from USPTO patents (1976-2016). Predict the product of the given reaction. (1) Given the reactants O=C1C2C(=CC=CC=2)C(=O)[N:3]1[CH2:12][C:13]1([CH3:31])[N:17]2[C:18](=[O:29])[C:19]([NH:22][C:23]3[CH:28]=[CH:27][N:26]=[CH:25][N:24]=3)=[CH:20][CH:21]=[C:16]2[C:15](=[O:30])[NH:14]1, predict the reaction product. The product is: [NH2:3][CH2:12][C:13]1([CH3:31])[N:17]2[C:18](=[O:29])[C:19]([NH:22][C:23]3[CH:28]=[CH:27][N:26]=[CH:25][N:24]=3)=[CH:20][CH:21]=[C:16]2[C:15](=[O:30])[NH:14]1. (2) Given the reactants [F:1][C:2]([F:24])([F:23])[O:3][C:4]1[CH:9]=[CH:8][C:7]([C:10]2[N:15]=[C:14]([C:16]([F:19])([F:18])[F:17])[C:13]([C:20](O)=[O:21])=[CH:12][N:11]=2)=[CH:6][CH:5]=1.C(Cl)(=O)C([Cl:28])=O, predict the reaction product. The product is: [F:1][C:2]([F:24])([F:23])[O:3][C:4]1[CH:9]=[CH:8][C:7]([C:10]2[N:15]=[C:14]([C:16]([F:19])([F:18])[F:17])[C:13]([C:20]([Cl:28])=[O:21])=[CH:12][N:11]=2)=[CH:6][CH:5]=1. (3) The product is: [C:8]([NH:12][C:13]1[N:14]=[C:15]2[CH2:37][CH2:36][N:35]([C:2](=[O:1])[CH3:4])[CH2:34][C:16]2=[N:17][C:18]=1[N:19]1[CH2:20][CH2:21][CH:22]([O:25][C:26]2[CH:31]=[CH:30][C:29]([F:32])=[CH:28][C:27]=2[F:33])[CH2:23][CH2:24]1)([CH3:11])([CH3:9])[CH3:10].[C:2]([OH:3])([C:4]([F:7])([F:6])[F:5])=[O:1]. Given the reactants [OH:1][C:2]([C:4]([F:7])([F:6])[F:5])=[O:3].[C:8]([NH:12][C:13]1[N:14]=[C:15]2[CH2:37][CH2:36][NH:35][CH2:34][C:16]2=[N:17][C:18]=1[N:19]1[CH2:24][CH2:23][CH:22]([O:25][C:26]2[CH:31]=[CH:30][C:29]([F:32])=[CH:28][C:27]=2[F:33])[CH2:21][CH2:20]1)([CH3:11])([CH3:10])[CH3:9].C(OC(=O)C)(=O)C.CCN(C(C)C)C(C)C, predict the reaction product.